Task: Predict the product of the given reaction.. Dataset: Forward reaction prediction with 1.9M reactions from USPTO patents (1976-2016) Given the reactants [CH3:1][S:2][C:3]1[N:8]=[C:7]([C:9]2[N:13]3[CH2:14][CH2:15][CH2:16][N:12]3[C:11](=[O:17])[C:10]=2[C:18]([OH:20])=O)[CH:6]=[CH:5][N:4]=1.[Cl:21][C:22]1[CH:29]=[CH:28][CH:27]=[CH:26][C:23]=1[CH2:24][NH2:25].ON1C2C=CC=CC=2N=N1.Cl.CN(C)CCCN=C=NCC.C([O-])(O)=O.[Na+], predict the reaction product. The product is: [Cl:21][C:22]1[CH:29]=[CH:28][CH:27]=[CH:26][C:23]=1[CH2:24][NH:25][C:18]([C:10]1[C:11](=[O:17])[N:12]2[CH2:16][CH2:15][CH2:14][N:13]2[C:9]=1[C:7]1[CH:6]=[CH:5][N:4]=[C:3]([S:2][CH3:1])[N:8]=1)=[O:20].